This data is from Full USPTO retrosynthesis dataset with 1.9M reactions from patents (1976-2016). The task is: Predict the reactants needed to synthesize the given product. (1) Given the product [ClH:33].[CH3:17][N:18]1[C:22]([S:23][CH3:24])=[N:21][N:20]=[C:19]1[CH2:25][CH2:26][CH2:27][CH2:28][N:11]1[CH2:12][C@H:13]2[C@:9]([C:6]3[CH:5]=[CH:4][C:3]([C:2]([F:1])([F:15])[F:16])=[CH:8][CH:7]=3)([CH2:14]2)[CH2:10]1, predict the reactants needed to synthesize it. The reactants are: [F:1][C:2]([F:16])([F:15])[C:3]1[CH:8]=[CH:7][C:6]([C@:9]23[CH2:14][C@H:13]2[CH2:12][NH:11][CH2:10]3)=[CH:5][CH:4]=1.[CH3:17][N:18]1[C:22]([S:23][CH3:24])=[N:21][N:20]=[C:19]1[CH2:25][CH2:26][CH2:27][CH:28]=O.[BH4-].[Na+].C(Cl)[Cl:33]. (2) Given the product [NH2:12][CH2:11][C:9]([N:8]([CH2:1][C:2]1[CH:7]=[CH:6][CH:5]=[CH:4][CH:3]=1)[CH2:20][C:21]1[CH:26]=[CH:25][CH:24]=[CH:23][C:22]=1[Br:27])=[O:10], predict the reactants needed to synthesize it. The reactants are: [CH2:1]([N:8]([CH2:20][C:21]1[CH:26]=[CH:25][CH:24]=[CH:23][C:22]=1[Br:27])[C:9]([CH2:11][NH:12]C(=O)OC(C)(C)C)=[O:10])[C:2]1[CH:7]=[CH:6][CH:5]=[CH:4][CH:3]=1.Cl.C(O)C.Cl. (3) Given the product [OH:2][CH2:1][C:4]1[CH:9]=[CH:8][N:7]=[C:6]([C:10]2[N:14]([C:15]3[CH:16]=[N:17][C:18]([O:21][CH3:22])=[CH:19][CH:20]=3)[N:13]=[C:12]([C:23]([O:25][CH2:26][CH3:27])=[O:24])[CH:11]=2)[CH:5]=1, predict the reactants needed to synthesize it. The reactants are: [C:1]([C:4]1[CH:9]=[CH:8][N:7]=[C:6]([C:10]2[N:14]([C:15]3[CH:16]=[N:17][C:18]([O:21][CH3:22])=[CH:19][CH:20]=3)[N:13]=[C:12]([C:23]([O:25][CH2:26][CH3:27])=[O:24])[CH:11]=2)[CH:5]=1)(O)=[O:2].O.C(O)(=O)C.C(OCC)(=O)C. (4) Given the product [Si:26]([O:33][C@H:34]([CH2:40][C:43]([N:50]1[CH:54]=[CH:53][N:52]=[CH:51]1)=[O:44])[CH2:35][C:36]([O:38][CH3:39])=[O:37])([C:29]([CH3:32])([CH3:31])[CH3:30])([CH3:27])[CH3:28], predict the reactants needed to synthesize it. The reactants are: C(OCC1C=CC=CC=1)(=O)[C@@H](C1C=CC=CC=1)O.C([Li])CCCCC.[Si:26]([O:33][CH:34]1[CH2:40][C:39](=O)[O:38][C:36](=[O:37])[CH2:35]1)([C:29]([CH3:32])([CH3:31])[CH3:30])([CH3:28])[CH3:27].Cl.[C:43]([N:50]1[CH:54]=[CH:53][N:52]=[CH:51]1)(N1C=CN=C1)=[O:44]. (5) Given the product [Cl:32][C:33]1[CH:34]=[CH:35][C:36]([F:55])=[C:37]([C:39]2[C:43]3[N:44]([CH3:48])[CH2:45][CH2:46][CH2:47][C:42]=3[N:41]([C:9]([NH:8][C@@H:3]([C:2]([CH3:1])([CH3:30])[CH3:31])[C:4]([NH:6][CH2:7][CH2:58][OH:59])=[O:5])=[O:10])[N:40]=2)[CH:38]=1, predict the reactants needed to synthesize it. The reactants are: [CH3:1][C:2]([CH3:31])([CH3:30])[C@H:3]([NH:8][C:9](N1C2CCN(C)CC=2C(C2C=C(F)C(F)=CC=2F)=N1)=[O:10])[C:4]([NH:6][CH3:7])=[O:5].[Cl:32][C:33]1[CH:34]=[CH:35][C:36]([F:55])=[C:37]([C:39]2[C:43]3[N:44]([C:48](OC(C)(C)C)=O)[CH2:45][CH2:46][CH2:47][C:42]=3[NH:41][N:40]=2)[CH:38]=1.N[C@@H](C(C)(C)C)[C:58](NCCO)=[O:59]. (6) Given the product [C:6]([O:10][C:11]([NH:13][C@@:14]1([C:38]([O:40][C:41]([CH3:44])([CH3:43])[CH3:42])=[O:39])[C@H:19]([O:20][CH2:21][C:22]2[CH:27]=[CH:26][C:25]([Cl:28])=[C:24]([Cl:29])[CH:23]=2)[C@H:18]([O:30][S:2]([CH3:1])(=[O:4])=[O:3])[C@@H:17]2[C@H:15]1[C@H:16]2[C:31]([O:33][C:34]([CH3:35])([CH3:37])[CH3:36])=[O:32])=[O:12])([CH3:9])([CH3:7])[CH3:8], predict the reactants needed to synthesize it. The reactants are: [CH3:1][S:2](Cl)(=[O:4])=[O:3].[C:6]([O:10][C:11]([NH:13][C@@:14]1([C:38]([O:40][C:41]([CH3:44])([CH3:43])[CH3:42])=[O:39])[C@H:19]([O:20][CH2:21][C:22]2[CH:27]=[CH:26][C:25]([Cl:28])=[C:24]([Cl:29])[CH:23]=2)[C@H:18]([OH:30])[C@@H:17]2[C@H:15]1[C@H:16]2[C:31]([O:33][C:34]([CH3:37])([CH3:36])[CH3:35])=[O:32])=[O:12])([CH3:9])([CH3:8])[CH3:7].C(N(CC)CC)C.O1CCCC1.C(=O)(O)[O-].[Na+]. (7) Given the product [F:1][C:2]1[CH:7]=[C:6]([I:8])[CH:5]=[CH:4][C:3]=1[N:9]1[C:14]2[N:15]([CH3:22])[C:16](=[O:21])[C:17]([CH3:20])=[C:18]([O:19][S:44]([C:43]([F:56])([F:55])[F:42])(=[O:46])=[O:45])[C:13]=2[C:12](=[O:23])[N:11]([CH2:24][C:25]2[CH:26]=[CH:27][C:28]([O:31][CH3:32])=[CH:29][CH:30]=2)[C:10]1=[O:33], predict the reactants needed to synthesize it. The reactants are: [F:1][C:2]1[CH:7]=[C:6]([I:8])[CH:5]=[CH:4][C:3]=1[N:9]1[C:14]2[N:15]([CH3:22])[C:16](=[O:21])[C:17]([CH3:20])=[C:18]([OH:19])[C:13]=2[C:12](=[O:23])[N:11]([CH2:24][C:25]2[CH:30]=[CH:29][C:28]([O:31][CH3:32])=[CH:27][CH:26]=2)[C:10]1=[O:33].N1C(C)=CC=CC=1C.[F:42][C:43]([F:56])([F:55])[S:44](O[S:44]([C:43]([F:56])([F:55])[F:42])(=[O:46])=[O:45])(=[O:46])=[O:45].C(=O)([O-])O.[Na+].